Dataset: Forward reaction prediction with 1.9M reactions from USPTO patents (1976-2016). Task: Predict the product of the given reaction. (1) Given the reactants [C:1]([O:5][C:6]([N:8]1[C:16]2[C:11](=[CH:12][CH:13]=[C:14](Cl)[CH:15]=2)[C:10]([CH3:19])([CH3:18])[CH2:9]1)=[O:7])([CH3:4])([CH3:3])[CH3:2].[Br-].[Li+].[Cl-].[F:23][C:24]1[CH:31]=[CH:30][C:27]([CH2:28][Zn+])=[CH:26][CH:25]=1.C(O)(=O)CC(CC(O)=O)(C(O)=O)O, predict the reaction product. The product is: [C:1]([O:5][C:6]([N:8]1[C:16]2[C:11](=[CH:12][CH:13]=[C:14]([CH2:28][C:27]3[CH:30]=[CH:31][C:24]([F:23])=[CH:25][CH:26]=3)[CH:15]=2)[C:10]([CH3:19])([CH3:18])[CH2:9]1)=[O:7])([CH3:4])([CH3:3])[CH3:2]. (2) Given the reactants [NH2:1][C:2]1[N:11]=[CH:10][C:9]2[C:4](=[CH:5][C:6]([O:13][CH3:14])=[C:7](Br)[CH:8]=2)[N:3]=1.[C:15](=[O:18])([O-])[O-:16].[Na+].[Na+].C(O[CH2:25][CH3:26])(=O)C, predict the reaction product. The product is: [NH2:1][C:2]1[N:11]=[CH:10][C:9]2[C:4](=[CH:5][C:6]([O:13][CH3:14])=[C:7]([C:6]3[CH:5]=[C:4]([CH:9]=[CH:8][C:25]=3[CH3:26])[C:15]([OH:16])=[O:18])[CH:8]=2)[N:3]=1. (3) Given the reactants I[C:2]1[C:11]2[C:6](=[CH:7][CH:8]=[C:9]([O:12][CH3:13])[CH:10]=2)[CH:5]=[CH:4][C:3]=1[N+:14]([O-:16])=[O:15].[F-:17].[K+].[F:19][C:20]([F:28])(S(F)(=O)=O)C([O-])=O, predict the reaction product. The product is: [CH3:13][O:12][C:9]1[CH:10]=[C:11]2[C:6]([CH:5]=[CH:4][C:3]([N+:14]([O-:16])=[O:15])=[C:2]2[C:20]([F:28])([F:17])[F:19])=[CH:7][CH:8]=1. (4) Given the reactants Cl.[CH:2]([NH:5][C:6]([C:8]1[C:16]2[C:11](=[N:12][CH:13]=[C:14]([O:17][C:18]3[CH:19]=[C:20]4[C:24](=[CH:25][CH:26]=3)[CH2:23][CH2:22][C@H:21]4[NH2:27])[N:15]=2)[N:10]([CH2:28][O:29][CH2:30][CH2:31][Si:32]([CH3:35])([CH3:34])[CH3:33])[CH:9]=1)=[O:7])([CH3:4])[CH3:3].C(N(C(C)C)CC)(C)C.[CH3:45][S:46](Cl)(=[O:48])=[O:47], predict the reaction product. The product is: [CH:2]([NH:5][C:6]([C:8]1[C:16]2[C:11](=[N:12][CH:13]=[C:14]([O:17][C:18]3[CH:19]=[C:20]4[C:24](=[CH:25][CH:26]=3)[CH2:23][CH2:22][C@H:21]4[NH:27][S:46]([CH3:45])(=[O:48])=[O:47])[N:15]=2)[N:10]([CH2:28][O:29][CH2:30][CH2:31][Si:32]([CH3:33])([CH3:35])[CH3:34])[CH:9]=1)=[O:7])([CH3:4])[CH3:3]. (5) Given the reactants Cl[S:2]([C:5]1[CH:14]=[CH:13][C:12]2[NH:11][C:10](=[O:15])[C:9]3[NH:16][CH:17]=[C:18]([C:19]([OH:21])=[O:20])[C:8]=3[C:7]=2[CH:6]=1)(=[O:4])=[O:3].[F:22][C:23]1[CH:29]=[CH:28][C:26]([NH2:27])=[CH:25][CH:24]=1, predict the reaction product. The product is: [F:22][C:23]1[CH:29]=[CH:28][C:26]([NH:27][S:2]([C:5]2[CH:14]=[CH:13][C:12]3[NH:11][C:10](=[O:15])[C:9]4[NH:16][CH:17]=[CH:18][C:8]=4[C:7]=3[CH:6]=2)(=[O:3])=[O:4])=[CH:25][CH:24]=1.[CH2:18]([C:19]([O-:21])=[O:20])[CH3:17]. (6) Given the reactants Cl.[NH2:2][C@@H:3]1[CH2:12][CH2:11][CH2:10][C:9]2[C:8]([C:13]3[N:17]=[C:16]([C:18]4[CH:19]=[CH:20][C:21]([O:26][CH:27]([CH3:29])[CH3:28])=[C:22]([CH:25]=4)[C:23]#[N:24])[O:15][N:14]=3)=[CH:7][CH:6]=[CH:5][C:4]1=2.[S:30](N)([NH2:33])(=[O:32])=[O:31].CCN(C(C)C)C(C)C, predict the reaction product. The product is: [C:23]([C:22]1[CH:25]=[C:18]([C:16]2[O:15][N:14]=[C:13]([C:8]3[CH:7]=[CH:6][CH:5]=[C:4]4[C:9]=3[CH2:10][CH2:11][CH2:12][C@H:3]4[NH:2][S:30]([NH2:33])(=[O:32])=[O:31])[N:17]=2)[CH:19]=[CH:20][C:21]=1[O:26][CH:27]([CH3:29])[CH3:28])#[N:24]. (7) The product is: [OH:2][C:3]1[CH:4]=[C:5]([CH:9]=[CH:10][C:11]=1[O:12][C:13]1[CH:18]=[CH:17][CH:16]=[C:15]([CH3:19])[CH:14]=1)[C:6]([OH:8])=[O:7]. Given the reactants C[O:2][C:3]1[CH:4]=[C:5]([CH:9]=[CH:10][C:11]=1[O:12][C:13]1[CH:18]=[CH:17][CH:16]=[C:15]([CH3:19])[CH:14]=1)[C:6]([OH:8])=[O:7].CC(O)=O, predict the reaction product. (8) Given the reactants [CH2:1]([O:8][CH2:9][C:10]1[C:18]([Br:19])=[C:17]([O:20]COC)[CH:16]=[C:15]([O:24]COC)[C:11]=1[C:12]([OH:14])=[O:13])[C:2]1[CH:7]=[CH:6][CH:5]=[CH:4][CH:3]=1.[CH3:28][Si](C=[N+]=[N-])(C)C.CCCCCC.C(O)(=O)C, predict the reaction product. The product is: [CH3:28][O:14][C:12](=[O:13])[C:11]1[C:15]([OH:24])=[CH:16][C:17]([OH:20])=[C:18]([Br:19])[C:10]=1[CH2:9][O:8][CH2:1][C:2]1[CH:7]=[CH:6][CH:5]=[CH:4][CH:3]=1.